Task: Predict the reaction yield, written as a fraction of the theoretical maximum amount of product (1.0 means a 100% yield; for example, 0.34 means a 34% yield).. Dataset: Reaction yield outcomes from USPTO patents with 853,638 reactions (1) The product is [OH:1][C@H:2]1[C:10]2[C:5](=[CH:6][CH:7]=[CH:8][CH:9]=2)[CH2:4][C@:3]1([CH2:20][C:21]1[CH:29]=[CH:28][C:24]([C:25]([N:32]([CH3:33])[CH3:31])=[O:26])=[CH:23][CH:22]=1)[C:11]1[CH2:12][C:13]2[C:18]([CH:19]=1)=[CH:17][CH:16]=[CH:15][CH:14]=2. The reactants are [OH:1][C@H:2]1[C:10]2[C:5](=[CH:6][CH:7]=[CH:8][CH:9]=2)[CH2:4][C@:3]1([CH2:20][C:21]1[CH:29]=[CH:28][C:24]([C:25](O)=[O:26])=[CH:23][CH:22]=1)[C:11]1[CH2:12][C:13]2[C:18]([CH:19]=1)=[CH:17][CH:16]=[CH:15][CH:14]=2.C[CH2:31][N:32](CC)[CH2:33]C.CNC.C(P1(=O)OP(CCC)(=O)OP(CCC)(=O)O1)CC. The yield is 0.700. The catalyst is C(Cl)Cl. (2) The reactants are [CH3:1][NH2:2].CCO.[Cl:6][C:7]1[CH:12]=[C:11]([Cl:13])[CH:10]=[CH:9][C:8]=1[N:14]=[C:15]=[O:16]. The catalyst is C1COCC1. The product is [Cl:6][C:7]1[CH:12]=[C:11]([Cl:13])[CH:10]=[CH:9][C:8]=1[NH:14][C:15]([NH:2][CH3:1])=[O:16]. The yield is 0.740. (3) The reactants are [NH2:1][C:2]1[C:3]([NH:13][CH2:14][CH2:15][OH:16])=[C:4]([CH:9]=[CH:10][C:11]=1[Cl:12])[C:5]([O:7][CH3:8])=[O:6].[Cl:17][C:18]1[CH:23]=[C:22]([Cl:24])[CH:21]=[CH:20][C:19]=1[N:25]=[C:26]=[S:27]. The catalyst is O1CCCC1. The product is [Cl:12][C:11]1[CH:10]=[CH:9][C:4]([C:5]([O:7][CH3:8])=[O:6])=[C:3]([NH:13][CH2:14][CH2:15][OH:16])[C:2]=1[NH:1][C:26](=[S:27])[NH:25][C:19]1[CH:20]=[CH:21][C:22]([Cl:24])=[CH:23][C:18]=1[Cl:17]. The yield is 0.480. (4) The reactants are Cl[C:2]1[C:11]2[C:6](=[CH:7][CH:8]=[C:9]([O:12][CH3:13])[CH:10]=2)[N:5]=[CH:4][C:3]=1[C:14]([O:16][CH2:17][CH3:18])=[O:15].[NH3:19]. The catalyst is C(O)(C)C. The product is [NH2:19][C:2]1[C:11]2[C:6](=[CH:7][CH:8]=[C:9]([O:12][CH3:13])[CH:10]=2)[N:5]=[CH:4][C:3]=1[C:14]([O:16][CH2:17][CH3:18])=[O:15]. The yield is 0.920. (5) The reactants are [OH-].[K+].C([O:5][C:6]([C:8]1[C:12]([CH3:13])=[C:11]([CH:14]=[O:15])[NH:10][CH:9]=1)=[O:7])C. The catalyst is O.CCO. The product is [CH:14]([C:11]1[NH:10][CH:9]=[C:8]([C:6]([OH:7])=[O:5])[C:12]=1[CH3:13])=[O:15]. The yield is 0.870. (6) The reactants are [Cl:1][C:2]1[CH:21]=[CH:20][C:5]([CH2:6][C:7]2[CH:8]=[N:9][C:10]3[N:11]([N:14]=[CH:15][C:16]=3[C:17](O)=[O:18])[C:12]=2[CH3:13])=[CH:4][C:3]=1[O:22][C:23]([F:26])([F:25])[F:24].[NH2:27][CH2:28][CH2:29][NH:30][C:31](=[O:33])[CH3:32].CN(C(ON1N=NC2C=CC=CC1=2)=[N+](C)C)C.[B-](F)(F)(F)F.C(N(CC)C(C)C)(C)C. The catalyst is CN(C=O)C.CO. The product is [C:31]([NH:30][CH2:29][CH2:28][NH:27][C:17]([C:16]1[CH:15]=[N:14][N:11]2[C:12]([CH3:13])=[C:7]([CH2:6][C:5]3[CH:20]=[CH:21][C:2]([Cl:1])=[C:3]([O:22][C:23]([F:26])([F:25])[F:24])[CH:4]=3)[CH:8]=[N:9][C:10]=12)=[O:18])(=[O:33])[CH3:32]. The yield is 0.240.